Dataset: Merck oncology drug combination screen with 23,052 pairs across 39 cell lines. Task: Regression. Given two drug SMILES strings and cell line genomic features, predict the synergy score measuring deviation from expected non-interaction effect. (1) Drug 1: N.N.O=C(O)C1(C(=O)O)CCC1.[Pt]. Drug 2: CC1(c2nc3c(C(N)=O)cccc3[nH]2)CCCN1. Cell line: UWB1289BRCA1. Synergy scores: synergy=-10.6. (2) Drug 1: N.N.O=C(O)C1(C(=O)O)CCC1.[Pt]. Drug 2: C=CCn1c(=O)c2cnc(Nc3ccc(N4CCN(C)CC4)cc3)nc2n1-c1cccc(C(C)(C)O)n1. Cell line: SKMES1. Synergy scores: synergy=5.78. (3) Drug 1: CN(Cc1cnc2nc(N)nc(N)c2n1)c1ccc(C(=O)NC(CCC(=O)O)C(=O)O)cc1. Drug 2: COC1=C2CC(C)CC(OC)C(O)C(C)C=C(C)C(OC(N)=O)C(OC)C=CC=C(C)C(=O)NC(=CC1=O)C2=O. Cell line: NCIH460. Synergy scores: synergy=-39.7. (4) Drug 1: N#Cc1ccc(Cn2cncc2CN2CCN(c3cccc(Cl)c3)C(=O)C2)cc1. Drug 2: Nc1ccn(C2OC(CO)C(O)C2(F)F)c(=O)n1. Cell line: DLD1. Synergy scores: synergy=7.00. (5) Drug 2: COC1=C2CC(C)CC(OC)C(O)C(C)C=C(C)C(OC(N)=O)C(OC)C=CC=C(C)C(=O)NC(=CC1=O)C2=O. Drug 1: CC(=O)OC1C(=O)C2(C)C(O)CC3OCC3(OC(C)=O)C2C(OC(=O)c2ccccc2)C2(O)CC(OC(=O)C(O)C(NC(=O)c3ccccc3)c3ccccc3)C(C)=C1C2(C)C. Cell line: SKMEL30. Synergy scores: synergy=16.4. (6) Drug 1: CCN(CC)CCNC(=O)c1c(C)[nH]c(C=C2C(=O)Nc3ccc(F)cc32)c1C. Drug 2: O=C(O)C1(Cc2cccc(Nc3nccs3)n2)CCC(Oc2cccc(Cl)c2F)CC1. Cell line: NCIH2122. Synergy scores: synergy=-2.16. (7) Drug 1: CCC1=CC2CN(C1)Cc1c([nH]c3ccccc13)C(C(=O)OC)(c1cc3c(cc1OC)N(C)C1C(O)(C(=O)OC)C(OC(C)=O)C4(CC)C=CCN5CCC31C54)C2. Drug 2: CC1(c2nc3c(C(N)=O)cccc3[nH]2)CCCN1. Cell line: NCIH1650. Synergy scores: synergy=-10.6. (8) Drug 1: CN(Cc1cnc2nc(N)nc(N)c2n1)c1ccc(C(=O)NC(CCC(=O)O)C(=O)O)cc1. Drug 2: NC(=O)c1cccc2cn(-c3ccc(C4CCCNC4)cc3)nc12. Cell line: ES2. Synergy scores: synergy=-7.60.